Dataset: Full USPTO retrosynthesis dataset with 1.9M reactions from patents (1976-2016). Task: Predict the reactants needed to synthesize the given product. Given the product [Cl:1][C:2]1[CH:17]=[CH:16][C:15]([Cl:18])=[CH:14][C:3]=1[O:4][C:5]1[C:10]([C:11]([N:19]2[C:28]3[C:23](=[CH:24][CH:25]=[CH:26][CH:27]=3)[NH:22][CH2:21][CH2:20]2)=[O:13])=[CH:9][N:8]=[CH:7][N:6]=1, predict the reactants needed to synthesize it. The reactants are: [Cl:1][C:2]1[CH:17]=[CH:16][C:15]([Cl:18])=[CH:14][C:3]=1[O:4][C:5]1[C:10]([C:11]([OH:13])=O)=[CH:9][N:8]=[CH:7][N:6]=1.[NH:19]1[C:28]2[C:23](=[CH:24][CH:25]=[CH:26][CH:27]=2)[NH:22][CH2:21][CH2:20]1.